From a dataset of Reaction yield outcomes from USPTO patents with 853,638 reactions. Predict the reaction yield, written as a fraction of the theoretical maximum amount of product (1.0 means a 100% yield; for example, 0.34 means a 34% yield). (1) The reactants are C(OC([N:8]1[CH2:13][CH2:12][N:11]([CH2:14][C:15]#[CH:16])[CH2:10][CH2:9]1)=O)(C)(C)C.C(O)(C(F)(F)F)=O. No catalyst specified. The product is [CH2:14]([N:11]1[CH2:12][CH2:13][NH:8][CH2:9][CH2:10]1)[C:15]#[CH:16]. The yield is 1.00. (2) The reactants are Cl.[CH2:2]([O:9][C:10](=[O:16])[C@H:11]1[CH2:15][CH2:14][CH2:13][NH:12]1)[C:3]1[CH:8]=[CH:7][CH:6]=[CH:5][CH:4]=1.[CH:17]1([C:26]([OH:28])=O)[CH2:22][CH2:21][CH2:20][CH:19]([C:23]([OH:25])=O)[CH2:18]1. The catalyst is CCOC(C)=O. The product is [CH2:2]([O:9][C:10]([C@H:11]1[CH2:15][CH2:14][CH2:13][N:12]1[C:23]([CH:19]1[CH2:20][CH2:21][CH2:22][CH:17]([C:26]([N:12]2[CH2:13][CH2:14][CH2:15][C@@H:11]2[C:10]([O:9][CH2:2][C:3]2[CH:8]=[CH:7][CH:6]=[CH:5][CH:4]=2)=[O:16])=[O:28])[CH2:18]1)=[O:25])=[O:16])[C:3]1[CH:4]=[CH:5][CH:6]=[CH:7][CH:8]=1. The yield is 0.700. (3) The reactants are [C:1]([NH:9][C:10]1[CH:30]=[CH:29][N:13]([C@@H:14]2[O:28][C@H:18]([CH2:19][O:20][Si:21]([C:24]([CH3:27])([CH3:26])[CH3:25])([CH3:23])[CH3:22])[C@@H:16]([OH:17])[CH2:15]2)[C:12](=[O:31])[N:11]=1)(=[O:8])[C:2]1[CH:7]=[CH:6][CH:5]=[CH:4][CH:3]=1.[CH3:32][S:33]([CH3:35])=O.C(OC(=O)C)(=O)C.C([O-])(O)=O.[Na+]. The catalyst is CCOC(C)=O.C(O)(=O)C. The product is [C:1]([NH:9][C:10]1[CH:30]=[CH:29][N:13]([C@@H:14]2[O:28][C@H:18]([CH2:19][O:20][Si:21]([C:24]([CH3:25])([CH3:26])[CH3:27])([CH3:23])[CH3:22])[C@@H:16]([O:17][CH2:32][S:33][CH3:35])[CH2:15]2)[C:12](=[O:31])[N:11]=1)(=[O:8])[C:2]1[CH:3]=[CH:4][CH:5]=[CH:6][CH:7]=1. The yield is 0.730. (4) The reactants are C(OC([N:7]1[CH2:12][CH:11]=[C:10]([C:13]2[N:14]=[C:15]([S:18][C:19]3[C@H:25]([CH3:26])[C@H:24]4[N:21]([C:22](=[O:34])[C@@H:23]4[C@H:27]([O:29][Si](C)(C)C)[CH3:28])[C:20]=3[C:35]([O:37]CC=C)=[O:36])[S:16][CH:17]=2)[CH2:9][C@H:8]1[CH2:41][Cl:42])=O)C=C.Cl.C(=O)([O-])O.[Na+].C([SnH](CCCC)CCCC)CCC.P([O-])([O-])([O-])=O. The catalyst is C1COCC1.Cl[Pd](Cl)([P](C1C=CC=CC=1)(C1C=CC=CC=1)C1C=CC=CC=1)[P](C1C=CC=CC=1)(C1C=CC=CC=1)C1C=CC=CC=1.ClCCl.C(O)(=O)C.O. The product is [OH:29][C@@H:27]([C@H:23]1[C:22](=[O:34])[N:21]2[C@@H:24]1[C@@H:25]([CH3:26])[C:19]([S:18][C:15]1[S:16][CH:17]=[C:13]([C:10]3[CH2:9][C@@H:8]([CH2:41][Cl:42])[NH:7][CH2:12][CH:11]=3)[N:14]=1)=[C:20]2[C:35]([OH:37])=[O:36])[CH3:28]. The yield is 0.460. (5) The reactants are [CH2:1]([O:8][C:9]1[CH:18]=[C:17]2[C:12]([C:13](Cl)=[N:14][CH:15]=[N:16]2)=[CH:11][C:10]=1[O:20][CH3:21])[C:2]1[CH:7]=[CH:6][CH:5]=[CH:4][CH:3]=1.[F:22][C:23]1[CH:28]=[CH:27][C:26]([NH:29][C:30]([C:32]2([C:35]([NH:37][C:38]3[CH:43]=[CH:42][C:41]([OH:44])=[C:40]([F:45])[CH:39]=3)=[O:36])[CH2:34][CH2:33]2)=[O:31])=[CH:25][CH:24]=1.C(=O)([O-])[O-].[K+].[K+]. The catalyst is CC(N(C)C)=O. The product is [F:22][C:23]1[CH:24]=[CH:25][C:26]([NH:29][C:30]([C:32]2([C:35]([NH:37][C:38]3[CH:43]=[CH:42][C:41]([O:44][C:13]4[C:12]5[C:17](=[CH:18][C:9]([O:8][CH2:1][C:2]6[CH:7]=[CH:6][CH:5]=[CH:4][CH:3]=6)=[C:10]([O:20][CH3:21])[CH:11]=5)[N:16]=[CH:15][N:14]=4)=[C:40]([F:45])[CH:39]=3)=[O:36])[CH2:34][CH2:33]2)=[O:31])=[CH:27][CH:28]=1. The yield is 0.760.